From a dataset of Full USPTO retrosynthesis dataset with 1.9M reactions from patents (1976-2016). Predict the reactants needed to synthesize the given product. Given the product [CH3:19][C:20]1[CH:25]=[C:24]([CH3:26])[N:23]2[N:27]=[CH:28][C:29]([C:30]([OH:32])=[O:31])=[C:22]2[N:21]=1, predict the reactants needed to synthesize it. The reactants are: CC(=O)CC(=O)C.NC1C(C(OCC)=O)=CNN=1.[CH3:19][C:20]1[CH:25]=[C:24]([CH3:26])[N:23]2[N:27]=[CH:28][C:29]([C:30]([O:32]CC)=[O:31])=[C:22]2[N:21]=1.[OH-].[Na+].